From a dataset of Reaction yield outcomes from USPTO patents with 853,638 reactions. Predict the reaction yield, written as a fraction of the theoretical maximum amount of product (1.0 means a 100% yield; for example, 0.34 means a 34% yield). (1) The reactants are [Br:1][C:2]1[CH:7]=[CH:6][C:5]([S:8](Cl)(=[O:10])=[O:9])=[C:4]([F:12])[CH:3]=1.C[CH2:14][N:15](CC)[CH2:16]C.CNC.C1COCC1. The catalyst is ClCCl. The product is [Br:1][C:2]1[CH:7]=[CH:6][C:5]([S:8]([N:15]([CH3:16])[CH3:14])(=[O:10])=[O:9])=[C:4]([F:12])[CH:3]=1. The yield is 0.750. (2) The reactants are [NH2:1][C:2]1[C:3]([Br:12])=[C:4]([CH:9]=[CH:10][CH:11]=1)[C:5]([O:7][CH3:8])=[O:6].[C:13]1(=O)[CH2:18][CH2:17][CH2:16][C:15](=[O:19])[CH2:14]1. The catalyst is C(O)(=O)C. The product is [Br:12][C:3]1[C:2]([NH:1][C:13]2[CH2:18][CH2:17][CH2:16][C:15](=[O:19])[CH:14]=2)=[CH:11][CH:10]=[CH:9][C:4]=1[C:5]([O:7][CH3:8])=[O:6]. The yield is 0.760. (3) The reactants are [Br:1][CH:2]([C:5]1[N:6]=[C:7]2[CH:15]=[CH:14][CH:13]=[C:12]([CH3:16])[N:8]2[C:9](=[O:11])[CH:10]=1)[CH2:3][CH3:4].[I:17]N1C(=O)CCC1=O. The catalyst is C(#N)C. The product is [Br:1][CH:2]([C:5]1[N:6]=[C:7]2[CH:15]=[CH:14][CH:13]=[C:12]([CH3:16])[N:8]2[C:9](=[O:11])[C:10]=1[I:17])[CH2:3][CH3:4]. The yield is 0.904. (4) The reactants are Br[CH2:2][C:3]1[CH:10]=[CH:9][C:6]([CH:7]=[O:8])=[CH:5][C:4]=1[Cl:11].[C:12]1(=[O:22])[NH:16][C:15](=[O:17])[C:14]2=[CH:18][CH:19]=[CH:20][CH:21]=[C:13]12.[K]. The catalyst is CN(C=O)C.O. The product is [Cl:11][C:4]1[CH:5]=[C:6]([CH:9]=[CH:10][C:3]=1[CH2:2][N:16]1[C:12](=[O:22])[C:13]2[C:14](=[CH:18][CH:19]=[CH:20][CH:21]=2)[C:15]1=[O:17])[CH:7]=[O:8]. The yield is 0.600. (5) The reactants are S(Cl)([Cl:3])=O.[C:5]([NH:8][C:9]1[N:14]=[C:13]([CH2:15]O)[CH:12]=[CH:11][N:10]=1)(=[O:7])[CH3:6]. The catalyst is C(Cl)Cl. The product is [C:5]([NH:8][C:9]1[N:14]=[C:13]([CH2:15][Cl:3])[CH:12]=[CH:11][N:10]=1)(=[O:7])[CH3:6]. The yield is 0.180. (6) The reactants are [Br:1][C:2]1[CH:7]=[CH:6][C:5]([CH2:8][OH:9])=[CH:4][C:3]=1[S:10]([NH:13][C:14]([CH3:17])([CH3:16])[CH3:15])(=[O:12])=[O:11].[C:18]([Si:22](Cl)([CH3:24])[CH3:23])([CH3:21])([CH3:20])[CH3:19].N1C=CN=C1. The catalyst is C(#N)C.O. The product is [Br:1][C:2]1[CH:7]=[CH:6][C:5]([CH2:8][O:9][Si:22]([C:18]([CH3:21])([CH3:20])[CH3:19])([CH3:24])[CH3:23])=[CH:4][C:3]=1[S:10]([NH:13][C:14]([CH3:17])([CH3:16])[CH3:15])(=[O:11])=[O:12]. The yield is 0.960. (7) The reactants are [O:1]1[C:5]2[CH:6]=[CH:7][CH:8]=[CH:9][C:4]=2[C:3]([CH2:10][C@@H:11]([B:30]2[O:38]C(C)(C)C(C)(C)[O:31]2)[NH:12][C:13](=[O:29])[CH2:14][CH2:15][N:16]2[CH2:21][CH2:20][N:19]([C:22]([O:24][C:25]([CH3:28])([CH3:27])[CH3:26])=[O:23])[CH2:18][CH2:17]2)=[CH:2]1.CC(C)CB(O)O.Cl. The yield is 0.310. The product is [O:1]1[C:5]2[CH:6]=[CH:7][CH:8]=[CH:9][C:4]=2[C:3]([CH2:10][C@@H:11]([B:30]([OH:38])[OH:31])[NH:12][C:13](=[O:29])[CH2:14][CH2:15][N:16]2[CH2:17][CH2:18][N:19]([C:22]([O:24][C:25]([CH3:28])([CH3:27])[CH3:26])=[O:23])[CH2:20][CH2:21]2)=[CH:2]1. The catalyst is CO.CCCCC. (8) The reactants are Br[C:2]1[CH:7]=[CH:6][CH:5]=[CH:4][N:3]=1.CC(C)([O-])C.[Na+].CC([Si](Cl)(C)C)(C)C.Cl.Cl.[NH2:24][CH2:25][CH2:26][NH:27][C@:28]12[CH2:63][CH2:62][C@@H:61]([C:64]([CH3:66])=[CH2:65])[C@@H:29]1[C@@H:30]1[C@@:43]([CH3:46])([CH2:44][CH2:45]2)[C@@:42]2([CH3:47])[C@@H:33]([C@:34]3([CH3:60])[C@@H:39]([CH2:40][CH2:41]2)[C:38]([CH3:49])([CH3:48])[C:37]([C:50]2[CH:59]=[CH:58][C:53]([C:54]([O:56]C)=[O:55])=[CH:52][CH:51]=2)=[CH:36][CH2:35]3)[CH2:32][CH2:31]1.C(O)(C(F)(F)F)=O. The catalyst is COCCOC.C([O-])(=O)C.[Pd+2].C([O-])(=O)C. The product is [CH3:46][C@:43]12[C@@:42]3([CH3:47])[C@@H:33]([C@:34]4([CH3:60])[C@@H:39]([CH2:40][CH2:41]3)[C:38]([CH3:48])([CH3:49])[C:37]([C:50]3[CH:59]=[CH:58][C:53]([C:54]([OH:56])=[O:55])=[CH:52][CH:51]=3)=[CH:36][CH2:35]4)[CH2:32][CH2:31][C@@H:30]1[C@H:29]1[C@H:61]([C:64]([CH3:66])=[CH2:65])[CH2:62][CH2:63][C@:28]1([NH:27][CH2:26][CH2:25][NH:24][C:2]1[CH:7]=[CH:6][CH:5]=[CH:4][N:3]=1)[CH2:45][CH2:44]2. The yield is 0.131. (9) The reactants are C([O:8][C:9]1[CH:10]=[C:11]([C:17]2([C:20]([NH:22][C:23]3[CH:28]=[CH:27][CH:26]=[C:25]([C:29]4[CH:34]=[CH:33][C:32]([S:35]([N:38]5[CH2:42][CH2:41][CH2:40][C@@H:39]5[CH2:43][OH:44])(=[O:37])=[O:36])=[CH:31][CH:30]=4)[N:24]=3)=[O:21])[CH2:19][CH2:18]2)[CH:12]=[CH:13][C:14]=1[O:15][CH3:16])C1C=CC=CC=1.[H][H]. The catalyst is C(O)C.[Pd]. The product is [OH:8][C:9]1[CH:10]=[C:11]([C:17]2([C:20]([NH:22][C:23]3[CH:28]=[CH:27][CH:26]=[C:25]([C:29]4[CH:34]=[CH:33][C:32]([S:35]([N:38]5[CH2:42][CH2:41][CH2:40][C@@H:39]5[CH2:43][OH:44])(=[O:37])=[O:36])=[CH:31][CH:30]=4)[N:24]=3)=[O:21])[CH2:18][CH2:19]2)[CH:12]=[CH:13][C:14]=1[O:15][CH3:16]. The yield is 0.340.